Dataset: Reaction yield outcomes from USPTO patents with 853,638 reactions. Task: Predict the reaction yield, written as a fraction of the theoretical maximum amount of product (1.0 means a 100% yield; for example, 0.34 means a 34% yield). The yield is 0.950. The catalyst is C(O)CCC. The product is [CH3:3][N:4]1[C:13]2[CH:12]=[CH:11][CH:10]=[C:9]3[C@@H:14]4[CH2:19][NH:18][CH2:17][CH2:16][C@@H:15]4[N:7]([C:8]=23)[CH2:6][CH2:5]1. The reactants are [OH-].[K+].[CH3:3][N:4]1[C:13]2[CH:12]=[CH:11][CH:10]=[C:9]3[C@@H:14]4[CH2:19][N:18](C(OCC)=O)[CH2:17][CH2:16][C@@H:15]4[N:7]([C:8]=23)[CH2:6][CH2:5]1.